Dataset: Full USPTO retrosynthesis dataset with 1.9M reactions from patents (1976-2016). Task: Predict the reactants needed to synthesize the given product. (1) Given the product [C:15]([C:11]1[CH:10]=[C:9]([NH:8][C:6](=[O:7])[C:5]2[CH:19]=[CH:20][C:2]([N:29]3[CH2:34][CH2:33][NH:32][CH2:31][CH2:30]3)=[CH:3][C:4]=2[CH3:21])[CH:14]=[CH:13][CH:12]=1)([CH3:18])([CH3:17])[CH3:16], predict the reactants needed to synthesize it. The reactants are: Br[C:2]1[CH:20]=[CH:19][C:5]([C:6]([NH:8][C:9]2[CH:14]=[CH:13][CH:12]=[C:11]([C:15]([CH3:18])([CH3:17])[CH3:16])[CH:10]=2)=[O:7])=[C:4]([CH3:21])[CH:3]=1.C(OC([N:29]1[CH2:34][CH2:33][NH:32][CH2:31][CH2:30]1)=O)(C)(C)C.C(C1C=C(NC(=O)C2C=CC(N3CCNCC3)=C(F)C=2)C=CC=1)(C)(C)C. (2) Given the product [CH3:16][O:8][C:6](=[O:7])[CH2:5][C:4]1[CH:10]=[CH:11][C:12]([OH:13])=[C:2]([OH:1])[CH:3]=1, predict the reactants needed to synthesize it. The reactants are: [OH:1][C:2]1[CH:3]=[C:4]([CH:10]=[CH:11][C:12]=1[OH:13])[CH:5](O)[C:6]([OH:8])=[O:7].[H][H].[CH3:16]O. (3) Given the product [CH3:36][S:37]([OH:40])(=[O:39])=[O:38].[S:1]1[C:5]2[CH:6]=[CH:7][CH:8]=[C:9]([O:10][C:11]3[CH:16]=[CH:15][C:14]([NH:17][C:18]4[C:19]5[N:26]([CH2:27][CH2:28][NH:29][C:30](=[O:34])[CH:31]([F:32])[F:33])[CH:25]=[CH:24][C:20]=5[N:21]=[CH:22][N:23]=4)=[CH:13][C:12]=3[Cl:35])[C:4]=2[CH:3]=[CH:2]1, predict the reactants needed to synthesize it. The reactants are: [S:1]1[C:5]2[CH:6]=[CH:7][CH:8]=[C:9]([O:10][C:11]3[CH:16]=[CH:15][C:14]([NH:17][C:18]4[C:19]5[N:26]([CH2:27][CH2:28][NH:29][C:30](=[O:34])[CH:31]([F:33])[F:32])[CH:25]=[CH:24][C:20]=5[N:21]=[CH:22][N:23]=4)=[CH:13][C:12]=3[Cl:35])[C:4]=2[CH:3]=[CH:2]1.[CH3:36][S:37]([OH:40])(=[O:39])=[O:38].C(OCC)C. (4) Given the product [CH:14]1([C:19]2[CH:20]=[C:21]([CH:40]=[CH:41][C:42]=2[O:43][C:44]([F:46])([F:47])[F:45])[CH2:22][O:23][C:24]2[CH:29]=[CH:28][C:27]([C@@H:30]([C:35]3[CH:39]=[CH:38][O:37][N:36]=3)[CH2:31][C:32]([OH:34])=[O:33])=[CH:26][CH:25]=2)[CH2:18][CH2:17][CH2:16][CH2:15]1, predict the reactants needed to synthesize it. The reactants are: S(C1C=CC=CC=1)C1C=CC=CC=1.[C:14]1([C:19]2[CH:20]=[C:21]([CH:40]=[CH:41][C:42]=2[O:43][C:44]([F:47])([F:46])[F:45])[CH2:22][O:23][C:24]2[CH:29]=[CH:28][C:27]([C@@H:30]([C:35]3[CH:39]=[CH:38][O:37][N:36]=3)[CH2:31][C:32]([OH:34])=[O:33])=[CH:26][CH:25]=2)[CH2:18][CH2:17][CH2:16][CH:15]=1. (5) Given the product [Cl:20][C:21]1[CH:22]=[C:23]([N:24]=[C:2]=[O:4])[CH:25]=[C:26]([CH3:28])[CH:27]=1, predict the reactants needed to synthesize it. The reactants are: Cl[C:2](Cl)([O:4]C(=O)OC(Cl)(Cl)Cl)Cl.C1(C)C=CC=CC=1.[Cl:20][C:21]1[CH:22]=[C:23]([CH:25]=[C:26]([CH3:28])[CH:27]=1)[NH2:24].